From a dataset of TCR-epitope binding with 47,182 pairs between 192 epitopes and 23,139 TCRs. Binary Classification. Given a T-cell receptor sequence (or CDR3 region) and an epitope sequence, predict whether binding occurs between them. The epitope is RLRPGGKKK. The TCR CDR3 sequence is CASSPQGINTEAFF. Result: 0 (the TCR does not bind to the epitope).